Dataset: Reaction yield outcomes from USPTO patents with 853,638 reactions. Task: Predict the reaction yield, written as a fraction of the theoretical maximum amount of product (1.0 means a 100% yield; for example, 0.34 means a 34% yield). (1) The yield is 0.720. The reactants are CS([O:5][CH2:6][CH:7]1[CH2:12][CH2:11][N:10]([C:13]([O:15][C:16]([CH3:19])([CH3:18])[CH3:17])=[O:14])[CH2:9][CH2:8]1)(=O)=O.[Cl:20][C:21]1[N:26]=[CH:25][C:24](O)=[CH:23][CH:22]=1.C([O-])([O-])=O.[Cs+].[Cs+].O. The product is [Cl:20][C:21]1[N:26]=[CH:25][C:24]([O:5][CH2:6][CH:7]2[CH2:12][CH2:11][N:10]([C:13]([O:15][C:16]([CH3:19])([CH3:18])[CH3:17])=[O:14])[CH2:9][CH2:8]2)=[CH:23][CH:22]=1. The catalyst is C(#N)C. (2) The reactants are [Cl:1][C:2]1[CH:7]=[CH:6][C:5]([CH2:8]Cl)=[CH:4][N+:3]=1[O-:10].[CH3:11][N:12]1[CH2:18][CH2:17][CH2:16][NH:15][CH2:14][CH2:13]1.C([O-])([O-])=O.[K+].[K+]. The catalyst is C(#N)C. The product is [Cl:1][C:2]1[N+:3]([O-:10])=[CH:4][C:5]([CH2:8][N:15]2[CH2:16][CH2:17][CH2:18][N:12]([CH3:11])[CH2:13][CH2:14]2)=[CH:6][CH:7]=1. The yield is 0.640. (3) The reactants are C(OC([N:8]1[CH2:13][CH2:12][CH:11]([O:14][C:15]2[C:19]([C:20](=[O:27])[C:21]3[CH:26]=[CH:25][CH:24]=[CH:23][CH:22]=3)=[C:18]([NH2:28])[N:17]([C:29]3[CH:34]=[C:33]([C:35](=[O:40])[NH:36][CH:37]4[CH2:39][CH2:38]4)[CH:32]=[CH:31][C:30]=3[CH3:41])[N:16]=2)[CH2:10][CH2:9]1)=O)(C)(C)C.[F:42][C:43]([F:48])([F:47])[C:44]([OH:46])=[O:45]. The catalyst is ClCCl. The product is [F:42][C:43]([F:48])([F:47])[C:44]([OH:46])=[O:45].[NH2:28][C:18]1[N:17]([C:29]2[CH:34]=[C:33]([CH:32]=[CH:31][C:30]=2[CH3:41])[C:35]([NH:36][CH:37]2[CH2:38][CH2:39]2)=[O:40])[N:16]=[C:15]([O:14][CH:11]2[CH2:12][CH2:13][NH:8][CH2:9][CH2:10]2)[C:19]=1[C:20](=[O:27])[C:21]1[CH:22]=[CH:23][CH:24]=[CH:25][CH:26]=1. The yield is 0.590.